The task is: Binary Classification. Given a drug SMILES string, predict its activity (active/inactive) in a high-throughput screening assay against a specified biological target.. This data is from HIV replication inhibition screening data with 41,000+ compounds from the AIDS Antiviral Screen. The compound is COc1ccc(C=Nn2cnc3c(sc(=S)n3-c3ccccc3)c2=O)cc1. The result is 0 (inactive).